Dataset: Full USPTO retrosynthesis dataset with 1.9M reactions from patents (1976-2016). Task: Predict the reactants needed to synthesize the given product. Given the product [Cl:19][C:20]1[CH:27]=[CH:26][CH:25]=[C:24]([F:28])[C:21]=1[CH2:22][N:7]1[C:8]([CH2:10][CH2:11][C:12]([O:14][CH2:15][CH3:16])=[O:13])=[CH:9][C:5]([O:4][CH:1]([CH3:3])[CH3:2])=[N:6]1, predict the reactants needed to synthesize it. The reactants are: [CH:1]([O:4][C:5]1[CH:9]=[C:8]([CH2:10][CH2:11][C:12]([O:14][CH2:15][CH3:16])=[O:13])[NH:7][N:6]=1)([CH3:3])[CH3:2].[H-].[Na+].[Cl:19][C:20]1[CH:27]=[CH:26][CH:25]=[C:24]([F:28])[C:21]=1[CH2:22]Cl.Cl.